From a dataset of Full USPTO retrosynthesis dataset with 1.9M reactions from patents (1976-2016). Predict the reactants needed to synthesize the given product. (1) Given the product [CH3:19][O:20][C:21]1[CH:28]=[CH:27][C:24]([CH2:25][N:15]2[C:16](=[O:17])[C:8]3([CH2:7][C:6]4[C:10](=[CH:11][CH:12]=[C:4]([N+:1]([O-:3])=[O:2])[CH:5]=4)[CH2:9]3)[NH:13][C:14]2=[O:18])=[CH:23][CH:22]=1, predict the reactants needed to synthesize it. The reactants are: [N+:1]([C:4]1[CH:5]=[C:6]2[C:10](=[CH:11][CH:12]=1)[CH2:9][C:8]1([C:16](=[O:17])[NH:15][C:14](=[O:18])[NH:13]1)[CH2:7]2)([O-:3])=[O:2].[CH3:19][O:20][C:21]1[CH:28]=[CH:27][C:24]([CH2:25]O)=[CH:23][CH:22]=1.N(C(OCC)=O)=NC(OCC)=O.C1(P(C2C=CC=CC=2)C2C=CC=CC=2)C=CC=CC=1. (2) Given the product [C:19]([NH:18][C:16]1[S:15][C:13]2[N:14]=[C:9]([NH:8][C:6]3[CH:7]=[C:2]([NH:1][C:26](=[O:27])[C:25]4[CH:29]=[CH:30][CH:31]=[C:32]([C:33]([F:34])([F:35])[F:36])[C:24]=4[Cl:23])[CH:3]=[CH:4][C:5]=3[CH3:22])[N:10]=[CH:11][C:12]=2[N:17]=1)(=[O:21])[CH3:20], predict the reactants needed to synthesize it. The reactants are: [NH2:1][C:2]1[CH:3]=[CH:4][C:5]([CH3:22])=[C:6]([NH:8][C:9]2[N:10]=[CH:11][C:12]3[N:17]=[C:16]([NH:18][C:19](=[O:21])[CH3:20])[S:15][C:13]=3[N:14]=2)[CH:7]=1.[Cl:23][C:24]1[C:32]([C:33]([F:36])([F:35])[F:34])=[CH:31][CH:30]=[CH:29][C:25]=1[C:26](O)=[O:27].F[P-](F)(F)(F)(F)F.N1(OC(N(C)C)=[N+](C)C)C2N=CC=CC=2N=N1.C(=O)([O-])O.[Na+]. (3) Given the product [CH3:15][C:14]([CH3:16])([CH2:22][C:23]1[CH:28]=[CH:27][CH:26]=[CH:25][C:24]=1[C:29]([F:32])([F:31])[F:30])[C:13]([O:18][CH2:19][CH3:20])=[O:17], predict the reactants needed to synthesize it. The reactants are: C(NC(C)C)(C)C.[Li]CCCC.[C:13]([O:18][CH2:19][CH3:20])(=[O:17])[CH:14]([CH3:16])[CH3:15].Br[CH2:22][C:23]1[CH:28]=[CH:27][CH:26]=[CH:25][C:24]=1[C:29]([F:32])([F:31])[F:30]. (4) Given the product [Cl:2][C:3]1[CH:8]=[CH:7][N:6]=[C:5]2[CH:9]=[C:10]([C:12]([N:15]3[CH2:19][CH2:18][CH:17]([CH2:20][NH:21][C:22](=[O:28])[O:23][C:24]([CH3:26])([CH3:25])[CH3:27])[CH2:16]3)=[O:14])[S:11][C:4]=12, predict the reactants needed to synthesize it. The reactants are: [Li+].[Cl:2][C:3]1[CH:8]=[CH:7][N:6]=[C:5]2[CH:9]=[C:10]([C:12]([O-:14])=O)[S:11][C:4]=12.[NH:15]1[CH2:19][CH2:18][CH:17]([CH2:20][NH:21][C:22](=[O:28])[O:23][C:24]([CH3:27])([CH3:26])[CH3:25])[CH2:16]1.CCN(CC)CC.